From a dataset of Retrosynthesis with 50K atom-mapped reactions and 10 reaction types from USPTO. Predict the reactants needed to synthesize the given product. (1) Given the product CN1CCC(N2CCN(C(=O)[C@@H](Cc3ccccn3)NC(=O)OC(C)(C)C)CC2)CC1, predict the reactants needed to synthesize it. The reactants are: CC(C)(C)OC(=O)N[C@H](Cc1ccccn1)C(=O)O.CN1CCC(N2CCNCC2)CC1. (2) Given the product Cc1cc(Cl)c2c(=O)cc(Nc3ccccc3)n(-c3ccccc3)c2n1, predict the reactants needed to synthesize it. The reactants are: Cc1cc(Cl)c(C(=O)C=C(Nc2ccccc2)Nc2ccccc2)c(Cl)n1. (3) Given the product COc1ccc2c(-c3cnn(C)c3)nc(Nc3cc[nH]n3)cc2c1, predict the reactants needed to synthesize it. The reactants are: COc1ccc2c(Cl)nc(Nc3cc[nH]n3)cc2c1.Cn1cc(B2OC(C)(C)C(C)(C)O2)cn1. (4) Given the product CN(C)c1c(-c2ccc(Cl)cc2)c(-c2ccc(Cl)cc2)nc2c1cnn2-c1ccccc1, predict the reactants needed to synthesize it. The reactants are: CNC.Clc1ccc(-c2nc3c(cnn3-c3ccccc3)c(Cl)c2-c2ccc(Cl)cc2)cc1. (5) Given the product Cc1c(C(OC(C)(C)C)C(=O)O)c(-c2ccc(Cl)cc2)c2ccccc2c1CCCN(C)C, predict the reactants needed to synthesize it. The reactants are: Cc1c(C(OC(C)(C)C)C(=O)O)c(-c2ccc(Cl)cc2)c2ccccc2c1C#CCN(C)C. (6) Given the product CC1(C)OCC(C(O)CNC(=O)c2cc(F)ccc2S(=O)(=O)NC(F)(F)F)O1, predict the reactants needed to synthesize it. The reactants are: CC1(C)OCC(C(O)CN)O1.O=C(O)c1cc(F)ccc1S(=O)(=O)NC(F)(F)F. (7) Given the product Cc1ccncc1N1CCN(c2ccnc(Cl)c2)C1=O, predict the reactants needed to synthesize it. The reactants are: Cc1ccncc1N1CCNC1=O.Clc1cc(I)ccn1.